From a dataset of Peptide-MHC class II binding affinity with 134,281 pairs from IEDB. Regression. Given a peptide amino acid sequence and an MHC pseudo amino acid sequence, predict their binding affinity value. This is MHC class II binding data. (1) The MHC is H-2-IAb with pseudo-sequence H-2-IAb. The binding affinity (normalized) is 0.342. The peptide sequence is PSAEFRRTAPPSLYG. (2) The peptide sequence is SVRIRVRSGGHDYEG. The MHC is DRB1_1302 with pseudo-sequence DRB1_1302. The binding affinity (normalized) is 0.393.